This data is from Catalyst prediction with 721,799 reactions and 888 catalyst types from USPTO. The task is: Predict which catalyst facilitates the given reaction. (1) Reactant: [H-].[Na+].[O:3]=[C:4]1[C:13]2[C:12]([C:14]([F:17])([F:16])[F:15])=[CH:11][CH:10]=[CH:9][C:8]=2[C@@H:7]2[CH2:18][N:19]([C:21]([O:23][C:24]([CH3:27])([CH3:26])[CH3:25])=[O:22])[CH2:20][C@H:6]2[NH:5]1.I[CH3:29]. Product: [CH3:29][N:5]1[C@@H:6]2[CH2:20][N:19]([C:21]([O:23][C:24]([CH3:27])([CH3:26])[CH3:25])=[O:22])[CH2:18][C@H:7]2[C:8]2[CH:9]=[CH:10][CH:11]=[C:12]([C:14]([F:16])([F:17])[F:15])[C:13]=2[C:4]1=[O:3]. The catalyst class is: 1. (2) Reactant: Cl[C:2]1[N:3]=[C:4]([C:19]2[CH:24]=[CH:23][CH:22]=[C:21]([Cl:25])[CH:20]=2)[C:5]2[N:10]([CH2:11][C@H:12]3[CH2:17][CH2:16][C@H:15]([CH3:18])[CH2:14][CH2:13]3)[CH:9]=[CH:8][C:6]=2[N:7]=1.C[C:27]([N:29](C)C)=O. Product: [Cl:25][C:21]1[CH:20]=[C:19]([C:4]2[C:5]3[N:10]([CH2:11][C@H:12]4[CH2:13][CH2:14][C@H:15]([CH3:18])[CH2:16][CH2:17]4)[CH:9]=[CH:8][C:6]=3[N:7]=[C:2]([C:27]#[N:29])[N:3]=2)[CH:24]=[CH:23][CH:22]=1. The catalyst class is: 380. (3) Reactant: Br[C:2]1[CH:7]=[CH:6][C:5]([C:8]([F:11])([F:10])[F:9])=[CH:4][N:3]=1.[CH:12]([NH2:15])([CH3:14])[CH3:13]. Product: [CH:12]([NH:15][C:2]1[CH:7]=[CH:6][C:5]([C:8]([F:11])([F:10])[F:9])=[CH:4][N:3]=1)([CH3:14])[CH3:13]. The catalyst class is: 6. (4) Reactant: [CH3:1][O:2][C:3]1[CH:8]=[C:7]([C:9]2[C:21]3[C:20]4[C:15](=[CH:16][CH:17]=[C:18]([C:22]5[CH:27]=[CH:26][C:25]([N:28]6[CH2:33][CH2:32][N:31]([CH3:34])[CH2:30][CH2:29]6)=[CH:24][CH:23]=5)[CH:19]=4)[NH:14][C:13]=3[N:12]=[CH:11][CH:10]=2)[C:6]([O:35][CH3:36])=[CH:5][C:4]=1[C:37]([C:39]1[CH:44]=[CH:43][CH:42]=[CH:41][CH:40]=1)=[O:38].[BH4-].[Na+]. Product: [CH3:1][O:2][C:3]1[CH:8]=[C:7]([C:9]2[C:21]3[C:20]4[C:15](=[CH:16][CH:17]=[C:18]([C:22]5[CH:23]=[CH:24][C:25]([N:28]6[CH2:29][CH2:30][N:31]([CH3:34])[CH2:32][CH2:33]6)=[CH:26][CH:27]=5)[CH:19]=4)[NH:14][C:13]=3[N:12]=[CH:11][CH:10]=2)[C:6]([O:35][CH3:36])=[CH:5][C:4]=1[CH:37]([C:39]1[CH:44]=[CH:43][CH:42]=[CH:41][CH:40]=1)[OH:38]. The catalyst class is: 61. (5) Reactant: Br[C:2]1[CH:3]=[CH:4][C:5]([N+:8]([O-:10])=[O:9])=[N:6][CH:7]=1.C([O-])([O-])=O.[Cs+].[Cs+].[Cl:17][C:18]1[CH:23]=[C:22]([OH:24])[CH:21]=[CH:20][N:19]=1. Product: [Cl:17][C:18]1[CH:23]=[C:22]([O:24][C:2]2[CH:7]=[N:6][C:5]([N+:8]([O-:10])=[O:9])=[CH:4][CH:3]=2)[CH:21]=[CH:20][N:19]=1. The catalyst class is: 3. (6) Reactant: [Br:1][C:2]1[CH:3]=[C:4]([CH:9]=[C:10]([NH:13][C:14]([O:16][C:17]([CH3:20])([CH3:19])[CH3:18])=[O:15])[C:11]=1[Cl:12])[C:5]([O:7]C)=[O:6].[Li+].[OH-]. Product: [Br:1][C:2]1[CH:3]=[C:4]([CH:9]=[C:10]([NH:13][C:14]([O:16][C:17]([CH3:20])([CH3:19])[CH3:18])=[O:15])[C:11]=1[Cl:12])[C:5]([OH:7])=[O:6]. The catalyst class is: 87.